Dataset: Catalyst prediction with 721,799 reactions and 888 catalyst types from USPTO. Task: Predict which catalyst facilitates the given reaction. (1) Reactant: C([O:8][C:9]1[C:10]([O:22][CH3:23])=[CH:11][C:12]([C:20]#[N:21])=[C:13]([N:15]=[CH:16][N:17]([CH3:19])[CH3:18])[CH:14]=1)C1C=CC=CC=1.FC(F)(F)C([O-])=O. Product: [C:20]([C:12]1[CH:11]=[C:10]([O:22][CH3:23])[C:9]([OH:8])=[CH:14][C:13]=1[N:15]=[CH:16][N:17]([CH3:18])[CH3:19])#[N:21]. The catalyst class is: 55. (2) Reactant: C([O:3][C:4]([C:6]1[CH:7]=[N:8][C:9]2[C:14]([C:15]=1[OH:16])=[CH:13][CH:12]=[CH:11][CH:10]=2)=[O:5])C. Product: [O:16]=[C:15]1[C:14]2[C:9](=[CH:10][CH:11]=[CH:12][CH:13]=2)[NH:8][CH:7]=[C:6]1[C:4]([OH:5])=[O:3]. The catalyst class is: 74.